Dataset: Catalyst prediction with 721,799 reactions and 888 catalyst types from USPTO. Task: Predict which catalyst facilitates the given reaction. (1) Reactant: [CH:1]1[CH:2]=[CH:3][C:4]2[NH:9][CH:8]=[C:7]([CH2:10][CH2:11][OH:12])[C:5]=2[CH:6]=1.C([N:20]1[CH2:24][CH2:23][C:22](=O)[CH2:21]1)(OC(C)(C)C)=O.B(F)(F)F.CCOCC.[OH-].[Na+]. Product: [NH:20]1[CH2:24][CH2:23][C:22]2([C:8]3[NH:9][C:4]4[C:5]([C:7]=3[CH2:10][CH2:11][O:12]2)=[CH:6][CH:1]=[CH:2][CH:3]=4)[CH2:21]1. The catalyst class is: 1. (2) Reactant: [S:1]1[CH:5]=[CH:4][CH:3]=[C:2]1[CH2:6][C:7]#[N:8].Cl[CH2:10][CH:11]=[CH:12][CH2:13]Cl.[H-].[Na+]. Product: [S:1]1[CH:5]=[CH:4][CH:3]=[C:2]1[C:6]1([C:7]#[N:8])[CH2:13][CH:12]=[CH:11][CH2:10]1. The catalyst class is: 3. (3) Reactant: [Cl:1][C:2]1[N:3]=[CH:4][C:5]2[NH:11][C:10](=[O:12])[CH:9]([CH3:13])[CH2:8][N:7]([CH:14]3[CH2:18][CH2:17][CH2:16][CH2:15]3)[C:6]=2[N:19]=1.[C:20](=O)([O-])[O-].[Cs+].[Cs+].CI. The catalyst class is: 9. Product: [Cl:1][C:2]1[N:3]=[CH:4][C:5]2[N:11]([CH3:20])[C:10](=[O:12])[CH:9]([CH3:13])[CH2:8][N:7]([CH:14]3[CH2:18][CH2:17][CH2:16][CH2:15]3)[C:6]=2[N:19]=1.